Dataset: Retrosynthesis with 50K atom-mapped reactions and 10 reaction types from USPTO. Task: Predict the reactants needed to synthesize the given product. The reactants are: C=CCOC(=O)[C@H](C)O.COc1ccc(C(=O)c2ccc(OCc3nc(-c4ccccc4)oc3C)cc2)c(O)c1. Given the product C=CCOC(=O)[C@@H](C)Oc1cc(OC)ccc1C(=O)c1ccc(OCc2nc(-c3ccccc3)oc2C)cc1, predict the reactants needed to synthesize it.